From a dataset of Forward reaction prediction with 1.9M reactions from USPTO patents (1976-2016). Predict the product of the given reaction. (1) Given the reactants [CH3:1][O:2][C:3](=[O:13])[CH2:4][C:5]1[CH:10]=[CH:9][C:8](Cl)=[CH:7][C:6]=1[F:12].C1(P(C2CCCCC2)C2C=CC=CC=2C2C(OC)=CC=CC=2OC)CCCCC1.P([O-])([O-])([O-])=O.[K+].[K+].[K+].[CH2:51]([C:53]([C:78]1[CH:83]=[CH:82][C:81](B2OC(C)(C)C(C)(C)O2)=[C:80]([CH3:93])[CH:79]=1)([C:56]1[CH:61]=[CH:60][C:59]([C:62]#[C:63][C:64]([O:73][CH2:74][O:75][CH3:76])([C:69]([F:72])([F:71])[F:70])[C:65]([F:68])([F:67])[F:66])=[C:58]([CH3:77])[CH:57]=1)[CH2:54][CH3:55])[CH3:52].C(=O)(O)[O-].[Na+], predict the reaction product. The product is: [CH3:1][O:2][C:3](=[O:13])[CH2:4][C:5]1[CH:10]=[CH:9][C:8]([C:81]2[CH:82]=[CH:83][C:78]([C:53]([CH2:54][CH3:55])([C:56]3[CH:61]=[CH:60][C:59]([C:62]#[C:63][C:64]([O:73][CH2:74][O:75][CH3:76])([C:69]([F:72])([F:71])[F:70])[C:65]([F:68])([F:67])[F:66])=[C:58]([CH3:77])[CH:57]=3)[CH2:51][CH3:52])=[CH:79][C:80]=2[CH3:93])=[CH:7][C:6]=1[F:12]. (2) The product is: [N:45]1([C:43]([OH:44])=[O:19])[CH2:49][CH2:48][CH2:47][C@H:46]1[C:50]([OH:52])=[O:51]. Given the reactants NCCC1C=NC=CC=1.C(N(C(C)C)CC)(C)C.[OH:19]N1C2C=CC=CC=2N=N1.C(C1C=C2C(C=CC=C2CN[C:43]([N:45]2[CH2:49][CH2:48][CH2:47][C@H:46]2[C:50]([OH:52])=[O:51])=[O:44])=CC=1)#C, predict the reaction product. (3) The product is: [N:24]1[CH:25]=[CH:26][C:21]([C:19]2[NH:18][N:17]=[C:15]([C:13]3[CH:12]=[CH:11][N:10]=[C:9]([C:7]#[N:8])[CH:14]=3)[N:16]=2)=[CH:22][CH:23]=1. Given the reactants O.P(=O)(O)(O)O.[C:7]([C:9]1[CH:14]=[C:13]([C:15]([NH:17][NH:18][C:19]([C:21]2[CH:26]=[CH:25][N:24]=[CH:23][CH:22]=2)=O)=[NH:16])[CH:12]=[CH:11][N:10]=1)#[N:8], predict the reaction product. (4) Given the reactants [Cl:1][C:2]1[CH:3]=[C:4]([CH:7]=[CH:8][C:9]=1[C:10]1[C:33](=[O:34])[N:32]([CH2:35][CH3:36])[C:13]2[N:14]=[C:15]([NH:18][C:19]3[CH:24]=[CH:23][C:22]([N:25]4[CH2:30][CH2:29][N:28]([CH3:31])[CH2:27][CH2:26]4)=[CH:21][CH:20]=3)[N:16]=[CH:17][C:12]=2[CH:11]=1)[C:5]#[N:6].[N-:37]=[N+:38]=[N-:39].[Na+], predict the reaction product. The product is: [Cl:1][C:2]1[CH:3]=[C:4]([C:5]2[NH:39][N:38]=[N:37][N:6]=2)[CH:7]=[CH:8][C:9]=1[C:10]1[C:33](=[O:34])[N:32]([CH2:35][CH3:36])[C:13]2[N:14]=[C:15]([NH:18][C:19]3[CH:20]=[CH:21][C:22]([N:25]4[CH2:26][CH2:27][N:28]([CH3:31])[CH2:29][CH2:30]4)=[CH:23][CH:24]=3)[N:16]=[CH:17][C:12]=2[CH:11]=1. (5) Given the reactants [N-:1]=[N+:2]=[N-:3].[Na+].Br[CH2:6][C:7]1[CH:16]=[C:15]2[C:10]([C:11]([Cl:19])=[CH:12][C:13]([C:17]#[N:18])=[N:14]2)=[CH:9][CH:8]=1.O, predict the reaction product. The product is: [N:1]([CH2:6][C:7]1[CH:16]=[C:15]2[C:10]([C:11]([Cl:19])=[CH:12][C:13]([C:17]#[N:18])=[N:14]2)=[CH:9][CH:8]=1)=[N+:2]=[N-:3]. (6) The product is: [CH:2]1([C:1]([NH:4][CH2:5][CH2:6][C:7]2[CH:12]=[CH:11][C:10]([C:13]3[CH:14]=[C:15]4[C:19](=[C:20]([C:22]([NH2:24])=[O:23])[CH:21]=3)[NH:18][CH:17]=[C:16]4[CH:25]3[CH2:30][CH2:29][N:28]([S:31]([CH2:34][CH3:35])(=[O:32])=[O:33])[CH2:27][CH2:26]3)=[CH:9][CH:8]=2)=[O:3])[CH2:41][CH2:42][CH2:37][CH2:38][CH2:39]1. Given the reactants [C:1]([NH:4][CH2:5][CH2:6][C:7]1[CH:12]=[CH:11][C:10]([C:13]2[CH:14]=[C:15]3[C:19](=[C:20]([C:22]([NH2:24])=[O:23])[CH:21]=2)[NH:18][CH:17]=[C:16]3[CH:25]2[CH2:30][CH2:29][N:28]([S:31]([CH2:34][CH3:35])(=[O:33])=[O:32])[CH2:27][CH2:26]2)=[CH:9][CH:8]=1)(=[O:3])[CH3:2].Br[C:37]1[CH:42]=[CH:41]C(CCNC(=O)C)=[CH:39][CH:38]=1, predict the reaction product. (7) Given the reactants [CH3:1][O:2][C:3]1[CH:15]=[C:14]2[C:6]([C:7]3[CH2:8][CH2:9][C:10]([CH3:17])([CH3:16])[CH2:11][C:12]=3[NH:13]2)=[CH:5][CH:4]=1.Br[CH2:19][C:20](=[O:25])[C:21]([CH3:24])([CH3:23])[CH3:22], predict the reaction product. The product is: [CH3:1][O:2][C:3]1[CH:15]=[C:14]2[C:6]([C:7]3[CH2:8][CH2:9][C:10]([CH3:17])([CH3:16])[CH2:11][C:12]=3[N:13]2[CH2:19][C:20](=[O:25])[C:21]([CH3:24])([CH3:23])[CH3:22])=[CH:5][CH:4]=1. (8) Given the reactants Br[C:2]1[CH:7]=[C:6]([C:8]2[N:12]3[CH:13]=[CH:14][CH:15]=[CH:16][C:11]3=[N:10][C:9]=2[C:17]2[CH:22]=[CH:21][CH:20]=[CH:19][N:18]=2)[CH:5]=[CH:4][N:3]=1.[C:23]([C:26]1[CH:31]=[CH:30][C:29](B(O)O)=[CH:28][CH:27]=1)(=[O:25])[CH3:24], predict the reaction product. The product is: [C:23]([C:26]1[CH:31]=[CH:30][C:29]([C:2]2[CH:7]=[C:6]([C:8]3[N:12]4[CH:13]=[CH:14][CH:15]=[CH:16][C:11]4=[N:10][C:9]=3[C:17]3[CH:22]=[CH:21][CH:20]=[CH:19][N:18]=3)[CH:5]=[CH:4][N:3]=2)=[CH:28][CH:27]=1)(=[O:25])[CH3:24].